This data is from Forward reaction prediction with 1.9M reactions from USPTO patents (1976-2016). The task is: Predict the product of the given reaction. (1) Given the reactants [Br:1][C:2]1[C:3]([CH3:10])=[N:4][C:5]([CH3:9])=[CH:6][C:7]=1[CH3:8].C1C(=O)N([Br:18])C(=O)C1, predict the reaction product. The product is: [Br:1][C:2]1[C:3]([CH3:10])=[N:4][C:5]([CH2:9][Br:18])=[CH:6][C:7]=1[CH3:8]. (2) Given the reactants [NH2:1][C:2]1[C:10]([CH3:11])=[CH:9][C:8]([Br:12])=[CH:7][C:3]=1[C:4]([OH:6])=[O:5].[CH2:13](OC(=O)C1C=C(C(F)(F)F)C(Cl)=CC=1N)[CH3:14], predict the reaction product. The product is: [CH2:13]([O:5][C:4](=[O:6])[C:3]1[CH:7]=[C:8]([Br:12])[CH:9]=[C:10]([CH3:11])[C:2]=1[NH2:1])[CH3:14]. (3) Given the reactants [C:1]1([C:7]2[C:11]([C:12]3[C:17](=[O:18])[CH:16]=[CH:15][N:14]([C:19]4[CH:24]=[CH:23][CH:22]=[C:21]([C:25]([F:28])([F:27])[F:26])[CH:20]=4)[N:13]=3)=[CH:10][NH:9][N:8]=2)[CH:6]=[CH:5][CH:4]=[CH:3][CH:2]=1.IC.[C:31]([O-])([O-])=O.[K+].[K+].O, predict the reaction product. The product is: [CH3:31][N:8]1[C:7]([C:1]2[CH:6]=[CH:5][CH:4]=[CH:3][CH:2]=2)=[C:11]([C:12]2[C:17](=[O:18])[CH:16]=[CH:15][N:14]([C:19]3[CH:24]=[CH:23][CH:22]=[C:21]([C:25]([F:26])([F:27])[F:28])[CH:20]=3)[N:13]=2)[CH:10]=[N:9]1. (4) The product is: [C:15]([O:14][C:13](=[O:19])[NH:12][CH2:11][CH2:10][CH2:9][NH:8][CH:1]1[CH2:6][CH2:5][CH2:4][CH2:3][CH2:2]1)([CH3:18])([CH3:16])[CH3:17]. Given the reactants [C:1]1(=O)[CH2:6][CH2:5][CH2:4][CH2:3][CH2:2]1.[NH2:8][CH2:9][CH2:10][CH2:11][NH:12][C:13](=[O:19])[O:14][C:15]([CH3:18])([CH3:17])[CH3:16].C(O)(C(F)(F)F)=O, predict the reaction product. (5) Given the reactants [N+:1]([C:4]1[CH:9]=[CH:8][CH:7]=[CH:6][C:5]=1[S:10]([NH:13][C@H:14]1[CH2:18][N:17]([C:19]([O:21][C:22]([CH3:25])([CH3:24])[CH3:23])=[O:20])[C@H:16]([C:26]([O:28]C)=[O:27])[CH2:15]1)(=[O:12])=[O:11])([O-:3])=[O:2].[Li+].[OH-], predict the reaction product. The product is: [C:22]([O:21][C:19]([N:17]1[CH2:18][C@H:14]([NH:13][S:10]([C:5]2[CH:6]=[CH:7][CH:8]=[CH:9][C:4]=2[N+:1]([O-:3])=[O:2])(=[O:12])=[O:11])[CH2:15][C@H:16]1[C:26]([OH:28])=[O:27])=[O:20])([CH3:25])([CH3:23])[CH3:24].